This data is from Peptide-MHC class II binding affinity with 134,281 pairs from IEDB. The task is: Regression. Given a peptide amino acid sequence and an MHC pseudo amino acid sequence, predict their binding affinity value. This is MHC class II binding data. (1) The peptide sequence is EKKYFAATQFEPDAA. The MHC is HLA-DPA10201-DPB11401 with pseudo-sequence HLA-DPA10201-DPB11401. The binding affinity (normalized) is 0.340. (2) The peptide sequence is AQLGLRKKTKQSITE. The MHC is DRB1_0301 with pseudo-sequence DRB1_0301. The binding affinity (normalized) is 0.426. (3) The peptide sequence is YASVEAANASPLQVA. The MHC is DRB1_0404 with pseudo-sequence DRB1_0404. The binding affinity (normalized) is 0.376.